From a dataset of Catalyst prediction with 721,799 reactions and 888 catalyst types from USPTO. Predict which catalyst facilitates the given reaction. (1) Reactant: Br[C:2]1[CH:3]=[N:4][CH:5]=[C:6]([Br:8])[CH:7]=1.Cl.[NH2:10][C@H:11]1[CH2:16][CH2:15][CH2:14][CH2:13][C@H:12]1[C:17]([NH:19][CH2:20][C:21]([F:24])([F:23])[F:22])=[O:18].C(=O)([O-])[O-].[K+].[K+].N1CCC[C@H]1C(O)=O. Product: [Br:8][C:6]1[CH:7]=[C:2]([NH:10][C@H:11]2[CH2:16][CH2:15][CH2:14][CH2:13][C@H:12]2[C:17]([NH:19][CH2:20][C:21]([F:22])([F:23])[F:24])=[O:18])[CH:3]=[N:4][CH:5]=1. The catalyst class is: 156. (2) Reactant: Cl[P:2]([CH3:4])[CH3:3].[C:5]1([Li])[C:17]2[CH2:16][C:15]3[C:10](=[CH:11][CH:12]=[CH:13][CH:14]=3)[C:9]=2[CH:8]=[CH:7][CH:6]=1. Product: [CH3:3][P:2]([CH3:4])[CH:16]1[C:17]2[CH:5]=[CH:6][CH:7]=[CH:8][C:9]=2[C:10]2[C:15]1=[CH:14][CH:13]=[CH:12][CH:11]=2. The catalyst class is: 605.